Predict which catalyst facilitates the given reaction. From a dataset of Catalyst prediction with 721,799 reactions and 888 catalyst types from USPTO. Reactant: [Cl:1][C:2]1[CH:7]=[CH:6][C:5]([C:8]2[S:9][C:10]([CH2:13]O)=[CH:11][N:12]=2)=[CH:4][CH:3]=1.S(Cl)([Cl:17])=O. Product: [Cl:17][CH2:13][C:10]1[S:9][C:8]([C:5]2[CH:6]=[CH:7][C:2]([Cl:1])=[CH:3][CH:4]=2)=[N:12][CH:11]=1. The catalyst class is: 4.